Dataset: Forward reaction prediction with 1.9M reactions from USPTO patents (1976-2016). Task: Predict the product of the given reaction. (1) Given the reactants [CH:1]([C:3]1[NH:7][CH:6]=[C:5]([C:8]([O:10]CC)=[O:9])[C:4]=1[CH3:13])=[O:2].[OH-].[Na+].Cl, predict the reaction product. The product is: [CH:1]([C:3]1[NH:7][CH:6]=[C:5]([C:8]([OH:10])=[O:9])[C:4]=1[CH3:13])=[O:2]. (2) Given the reactants [CH2:1]([O:8][C:9]([N:11]1[CH2:15][C@@H:14]([NH2:16])[CH2:13][C@H:12]1[C:17]1[O:18][C:19]([C:22]2[CH:27]=[CH:26][CH:25]=[CH:24][CH:23]=2)=[CH:20][N:21]=1)=[O:10])[C:2]1[CH:7]=[CH:6][CH:5]=[CH:4][CH:3]=1.[OH:28][C:29]1[C:38]2[C:33](=[CH:34][CH:35]=[CH:36][CH:37]=2)[CH:32]=[CH:31][C:30]=1[C:39](O)=[O:40], predict the reaction product. The product is: [CH2:1]([O:8][C:9]([N:11]1[CH2:15][C@@H:14]([NH:16][C:39]([C:30]2[CH:31]=[CH:32][C:33]3[C:38](=[CH:37][CH:36]=[CH:35][CH:34]=3)[C:29]=2[OH:28])=[O:40])[CH2:13][C@H:12]1[C:17]1[O:18][C:19]([C:22]2[CH:27]=[CH:26][CH:25]=[CH:24][CH:23]=2)=[CH:20][N:21]=1)=[O:10])[C:2]1[CH:3]=[CH:4][CH:5]=[CH:6][CH:7]=1. (3) Given the reactants Br[C:2]1[CH:11]=[C:10]([O:12][C:13]([F:16])([F:15])[F:14])[C:5]2[N:6]=[C:7]([NH2:9])[S:8][C:4]=2[CH:3]=1.C(N(CC)CC)C, predict the reaction product. The product is: [F:16][C:13]([F:14])([F:15])[O:12][C:10]1[C:5]2[N:6]=[C:7]([NH2:9])[S:8][C:4]=2[CH:3]=[CH:2][CH:11]=1. (4) The product is: [C:49]([O:48][C:44](=[O:47])[CH2:45][CH2:46][N:8]1[CH2:9][CH2:10][CH:11]([C:14]2[CH:15]=[CH:16][C:17]([CH2:20][O:21][C:22]3[CH:27]=[CH:26][C:25]([CH:28]4[CH2:29][CH2:30][CH2:31][CH2:32][CH2:33]4)=[C:24]([CH3:34])[CH:23]=3)=[CH:18][CH:19]=2)[CH2:12][CH2:13]1)([CH3:52])([CH3:51])[CH3:50]. Given the reactants C(OC([N:8]1[CH2:13][CH2:12][CH:11]([C:14]2[CH:19]=[CH:18][C:17]([CH2:20][O:21][C:22]3[CH:27]=[CH:26][C:25]([CH:28]4[CH2:33][CH2:32][CH2:31][CH2:30][CH2:29]4)=[C:24]([CH3:34])[CH:23]=3)=[CH:16][CH:15]=2)[CH2:10][CH2:9]1)=O)(C)(C)C.CCN(C(C)C)C(C)C.[C:44]([O:48][C:49]([CH3:52])([CH3:51])[CH3:50])(=[O:47])[CH:45]=[CH2:46], predict the reaction product. (5) Given the reactants [CH3:1][C:2]1[C:3]([CH2:9][N:10]([CH:19]2[CH2:24][CH2:23][NH:22][CH2:21][CH2:20]2)[CH:11]([C:13]2[CH:18]=[CH:17][CH:16]=[CH:15][N:14]=2)[CH3:12])=[N:4][CH:5]=[C:6]([CH3:8])[CH:7]=1.[O:25]([C:32]([NH:34][OH:35])=O)C1C=CC=CC=1, predict the reaction product. The product is: [OH:35][NH:34][C:32]([N:22]1[CH2:21][CH2:20][CH:19]([N:10]([CH2:9][C:3]2[C:2]([CH3:1])=[CH:7][C:6]([CH3:8])=[CH:5][N:4]=2)[CH:11]([C:13]2[CH:18]=[CH:17][CH:16]=[CH:15][N:14]=2)[CH3:12])[CH2:24][CH2:23]1)=[O:25].